Dataset: Peptide-MHC class II binding affinity with 134,281 pairs from IEDB. Task: Regression. Given a peptide amino acid sequence and an MHC pseudo amino acid sequence, predict their binding affinity value. This is MHC class II binding data. (1) The peptide sequence is DYHWLRTVRTTKESL. The MHC is HLA-DPA10301-DPB10402 with pseudo-sequence HLA-DPA10301-DPB10402. The binding affinity (normalized) is 0.0441. (2) The peptide sequence is QMATTLPVQRHPRSL. The MHC is HLA-DPA10103-DPB10401 with pseudo-sequence HLA-DPA10103-DPB10401. The binding affinity (normalized) is 0.239. (3) The peptide sequence is EEFVSLASRFLVEED. The MHC is DRB1_0301 with pseudo-sequence DRB1_0301. The binding affinity (normalized) is 0.645. (4) The peptide sequence is ITEPTAAAIAYGLDR. The MHC is HLA-DQA10401-DQB10402 with pseudo-sequence HLA-DQA10401-DQB10402. The binding affinity (normalized) is 0.603. (5) The peptide sequence is EVVAATPTSLLISWG. The MHC is HLA-DPA10201-DPB10501 with pseudo-sequence HLA-DPA10201-DPB10501. The binding affinity (normalized) is 0.0390. (6) The peptide sequence is KLCLMKAQPTSWPLQ. The MHC is DRB1_0301 with pseudo-sequence DRB1_0301. The binding affinity (normalized) is 0.297. (7) The peptide sequence is LLTKFVAAALHNIKC. The MHC is DRB5_0101 with pseudo-sequence DRB5_0101. The binding affinity (normalized) is 0.877. (8) The peptide sequence is SSIIFGAFPSLHSGCC. The MHC is DRB1_0901 with pseudo-sequence DRB1_0901. The binding affinity (normalized) is 0.375.